This data is from Forward reaction prediction with 1.9M reactions from USPTO patents (1976-2016). The task is: Predict the product of the given reaction. (1) The product is: [CH:18]([N:7]1[C:6](=[O:17])[C:5]2=[N:4][O:3][C:2]([CH3:1])=[C:10]2[C:9]([C:11]2[CH:16]=[CH:15][CH:14]=[CH:13][CH:12]=2)=[N:8]1)([CH3:23])[CH3:19]. Given the reactants [CH3:1][C:2]1[O:3][N:4]=[C:5]2[C:10]=1[C:9]([C:11]1[CH:16]=[CH:15][CH:14]=[CH:13][CH:12]=1)=[N:8][NH:7][C:6]2=[O:17].[C:18]1(P(C2C=CC=CC=2)C2C=CC=CC=2)[CH:23]=CC=C[CH:19]=1.C(O)(C)C, predict the reaction product. (2) Given the reactants [C:1]([O:5][C:6]([N:8]1[CH2:13][CH2:12][CH:11]([C:14]([OH:16])=O)[CH2:10][CH2:9]1)=[O:7])([CH3:4])([CH3:3])[CH3:2].C1CCC(N=C=NC2CCCCC2)CC1.[CH3:32][C:33]1([CH3:41])[O:38][C:37](=[O:39])[CH2:36][C:35](=[O:40])[O:34]1, predict the reaction product. The product is: [C:1]([O:5][C:6]([N:8]1[CH2:9][CH2:10][CH:11]([C:14]([CH:36]2[C:37](=[O:39])[O:38][C:33]([CH3:41])([CH3:32])[O:34][C:35]2=[O:40])=[O:16])[CH2:12][CH2:13]1)=[O:7])([CH3:2])([CH3:3])[CH3:4]. (3) Given the reactants [CH3:1][O:2][C:3](=[O:17])[CH2:4][C:5]1[CH:14]=[C:13]([OH:15])[C:12]2[C:7](=[CH:8][CH:9]=[C:10]([F:16])[CH:11]=2)[CH:6]=1.C(=O)([O-])[O-].[K+].[K+].CN(C)C=O.[CH3:29][N:30]([CH3:34])[C:31](Cl)=[S:32], predict the reaction product. The product is: [CH3:1][O:2][C:3](=[O:17])[CH2:4][C:5]1[CH:14]=[C:13]([O:15][C:31](=[S:32])[N:30]([CH3:34])[CH3:29])[C:12]2[C:7](=[CH:8][CH:9]=[C:10]([F:16])[CH:11]=2)[CH:6]=1. (4) Given the reactants [Cl-].[NH4+].[Br:3][C:4]1[CH:5]=[C:6]([N+:11]([O-])=O)[CH:7]=[CH:8][C:9]=1[CH3:10], predict the reaction product. The product is: [Br:3][C:4]1[CH:5]=[C:6]([CH:7]=[CH:8][C:9]=1[CH3:10])[NH2:11]. (5) Given the reactants [Cl:1][C:2]1[CH:7]=[C:6]([Cl:8])[CH:5]=[CH:4][C:3]=1[C:9]1[N:10]=[C:11](/[CH:18]=[CH:19]/[C:20]2[CH:25]=[CH:24][C:23]([C:26]3[CH:31]=[CH:30][C:29]([O:32][CH3:33])=[CH:28][CH:27]=3)=[CH:22][CH:21]=2)[N:12]([CH2:14][C:15](O)=[O:16])[CH:13]=1.[CH2:34]([NH2:38])[CH2:35][CH2:36][CH3:37].C1(O)C=CC=CC=1.BrC[CH2:48][CH2:49][C:50]([O:52]C)=[O:51], predict the reaction product. The product is: [CH2:34]([NH:38][C:15]([CH2:14][N:12]1[CH:13]=[C:9]([C:3]2[CH:4]=[CH:5][C:6]([Cl:8])=[CH:7][C:2]=2[Cl:1])[N:10]=[C:11]1/[CH:18]=[CH:19]/[C:20]1[CH:25]=[CH:24][C:23]([C:26]2[CH:27]=[CH:28][C:29]([O:32][CH2:33][CH2:48][CH2:49][C:50]([OH:52])=[O:51])=[CH:30][CH:31]=2)=[CH:22][CH:21]=1)=[O:16])[CH2:35][CH2:36][CH3:37]. (6) The product is: [N:21]1[N:22]([C:26]2[CH:27]=[C:28]([CH:31]=[CH:32][CH:33]=2)[CH2:29][N:1]2[CH:2]([C:11]3[C:16]([O:17][CH3:18])=[CH:15][CH:14]=[CH:13][C:12]=3[O:19][CH3:20])[CH2:3][CH2:4][CH2:5][CH2:6][C:7]2=[O:9])[N:23]=[CH:24][CH:25]=1. Given the reactants [NH2:1][CH:2]([C:11]1[C:16]([O:17][CH3:18])=[CH:15][CH:14]=[CH:13][C:12]=1[O:19][CH3:20])[CH2:3][CH2:4][CH2:5][CH2:6][C:7]([O:9]C)=O.[N:21]1[N:22]([C:26]2[CH:27]=[C:28]([CH:31]=[CH:32][CH:33]=2)[CH:29]=O)[N:23]=[CH:24][CH:25]=1, predict the reaction product. (7) Given the reactants [OH:1][C:2]1[CH:10]=[CH:9][CH:8]=[C:7]2[C:3]=1[C:4](=[O:25])[N:5]([CH2:12][CH:13]([C:19]1([CH3:24])OCC[O:20]1)[C:14]([O:16][CH2:17][CH3:18])=[O:15])[C:6]2=[O:11].O.C1(C)C=CC(S(O)(=O)=O)=CC=1, predict the reaction product. The product is: [OH:1][C:2]1[CH:10]=[CH:9][CH:8]=[C:7]2[C:3]=1[C:4](=[O:25])[N:5]([CH2:12][CH:13]([C:19](=[O:20])[CH3:24])[C:14]([O:16][CH2:17][CH3:18])=[O:15])[C:6]2=[O:11]. (8) The product is: [NH:31]1[CH2:32][CH2:33][CH2:34][CH:29]([C:26]2[CH:27]=[CH:28][C:23]([NH:22][C:14]3[N:13]=[C:12]([CH2:11][CH2:10][C:5]4[C:4]([CH2:3][C:2]([NH2:1])=[O:42])=[CH:9][CH:8]=[CH:7][N:6]=4)[C:17]([C:18]([F:20])([F:19])[F:21])=[CH:16][N:15]=3)=[CH:24][CH:25]=2)[CH2:30]1. Given the reactants [NH2:1][C:2](=[O:42])[CH2:3][C:4]1[C:5]([CH2:10][CH2:11][C:12]2[C:17]([C:18]([F:21])([F:20])[F:19])=[CH:16][N:15]=[C:14]([NH:22][C:23]3[CH:28]=[CH:27][C:26]([CH:29]4[CH2:34][CH2:33][CH2:32][N:31](C(OC(C)(C)C)=O)[CH2:30]4)=[CH:25][CH:24]=3)[N:13]=2)=[N:6][CH:7]=[CH:8][CH:9]=1.C(O)(C(F)(F)F)=O, predict the reaction product. (9) Given the reactants [C:1]([N:9]1[CH2:13][CH2:12][CH2:11][C:10]1=[O:14])(=[O:8])[C:2]1[CH:7]=[CH:6][CH:5]=[CH:4][CH:3]=1.C([N-]C(C)C)(C)C.[Li+].C1C=CC(S(N(S(C2C=CC=CC=2)(=O)=O)[F:33])(=O)=O)=CC=1.C(=O)([O-])O.[Na+], predict the reaction product. The product is: [C:1]([N:9]1[CH2:13][CH2:12][CH:11]([F:33])[C:10]1=[O:14])(=[O:8])[C:2]1[CH:3]=[CH:4][CH:5]=[CH:6][CH:7]=1.